Dataset: Full USPTO retrosynthesis dataset with 1.9M reactions from patents (1976-2016). Task: Predict the reactants needed to synthesize the given product. (1) The reactants are: Cl[C:2]1[CH:3]=[CH:4][C:5]([N+:10]([O-])=O)=[C:6]([CH:9]=1)[CH:7]=[O:8].[F:13][C:14]([F:25])([F:24])[C:15]1[CH:20]=[CH:19][C:18](B(O)O)=[CH:17][CH:16]=1.C(=O)([O-])[O-].[K+].[K+].O1CCOCC1. Given the product [NH2:10][C:5]1[CH:4]=[CH:3][C:2]([C:18]2[CH:19]=[CH:20][C:15]([C:14]([F:25])([F:24])[F:13])=[CH:16][CH:17]=2)=[CH:9][C:6]=1[CH:7]=[O:8], predict the reactants needed to synthesize it. (2) Given the product [NH2:1][C:2]1[CH:10]=[CH:9][C:5]([C:6]([NH:13][CH:14]2[CH2:15][CH2:16][N:17]([C:20]([O:22][C:23]([CH3:26])([CH3:25])[CH3:24])=[O:21])[CH2:18][CH2:19]2)=[O:8])=[CH:4][C:3]=1[O:11][CH3:12], predict the reactants needed to synthesize it. The reactants are: [NH2:1][C:2]1[CH:10]=[CH:9][C:5]([C:6]([OH:8])=O)=[CH:4][C:3]=1[O:11][CH3:12].[NH2:13][CH:14]1[CH2:19][CH2:18][N:17]([C:20]([O:22][C:23]([CH3:26])([CH3:25])[CH3:24])=[O:21])[CH2:16][CH2:15]1.CCN(C(C)C)C(C)C.CN(C(ON1N=NC2C=CC=NC1=2)=[N+](C)C)C.F[P-](F)(F)(F)(F)F. (3) Given the product [I:1][C:2]1[CH:7]=[CH:6][C:5]([O:8][C:10]2[N:15]=[C:14]([O:16][CH3:17])[CH:13]=[C:12]([O:18][CH3:19])[N:11]=2)=[CH:4][CH:3]=1, predict the reactants needed to synthesize it. The reactants are: [I:1][C:2]1[CH:7]=[CH:6][C:5]([OH:8])=[CH:4][CH:3]=1.Cl[C:10]1[N:15]=[C:14]([O:16][CH3:17])[CH:13]=[C:12]([O:18][CH3:19])[N:11]=1.[H-].[Na+]. (4) Given the product [C:1]1([CH:7]([C:14]2[C:22]3[C:17](=[CH:18][C:19]([O:23][CH2:24][CH2:25][CH2:26][N:34]([C:35]4[CH:40]=[CH:39][CH:38]=[CH:37][N:36]=4)[C:32]([O:31][CH2:30][C:29]([Cl:28])([Cl:41])[Cl:42])=[O:33])=[CH:20][CH:21]=3)[NH:16][CH:15]=2)[CH2:8][C:9]([O:11][CH2:12][CH3:13])=[O:10])[CH:6]=[CH:5][CH:4]=[CH:3][CH:2]=1, predict the reactants needed to synthesize it. The reactants are: [C:1]1([CH:7]([C:14]2[C:22]3[C:17](=[CH:18][C:19]([O:23][CH2:24][CH2:25][CH2:26]O)=[CH:20][CH:21]=3)[NH:16][CH:15]=2)[CH2:8][C:9]([O:11][CH2:12][CH3:13])=[O:10])[CH:6]=[CH:5][CH:4]=[CH:3][CH:2]=1.[Cl:28][C:29]([Cl:42])([Cl:41])[CH2:30][O:31][C:32]([NH:34][C:35]1[CH:40]=[CH:39][CH:38]=[CH:37][N:36]=1)=[O:33].C1(P(C2C=CC=CC=2)C2C=CC=CC=2)C=CC=CC=1.C(OC(N=NC(OCC)=O)=O)C.